Dataset: CYP3A4 inhibition data for predicting drug metabolism from PubChem BioAssay. Task: Regression/Classification. Given a drug SMILES string, predict its absorption, distribution, metabolism, or excretion properties. Task type varies by dataset: regression for continuous measurements (e.g., permeability, clearance, half-life) or binary classification for categorical outcomes (e.g., BBB penetration, CYP inhibition). Dataset: cyp3a4_veith. The molecule is Cc1ccc(C2C3=C(CCCC3=O)Nc3nc(SCC(=O)NCc4ccco4)[nH]c(=O)c32)cc1. The result is 1 (inhibitor).